Dataset: TCR-epitope binding with 47,182 pairs between 192 epitopes and 23,139 TCRs. Task: Binary Classification. Given a T-cell receptor sequence (or CDR3 region) and an epitope sequence, predict whether binding occurs between them. (1) The epitope is ELAGIGILTV. The TCR CDR3 sequence is CASSRETGSGANVLTF. Result: 1 (the TCR binds to the epitope). (2) The epitope is LEPLVDLPI. The TCR CDR3 sequence is CASSLPGTMSEKLFF. Result: 1 (the TCR binds to the epitope). (3) The epitope is KLPDDFTGCV. The TCR CDR3 sequence is CASSSYDSTEAFF. Result: 1 (the TCR binds to the epitope). (4) The epitope is LLFNKVTLA. The TCR CDR3 sequence is CASSLDNQETQYF. Result: 1 (the TCR binds to the epitope). (5) The epitope is SLYNTVATL. The TCR CDR3 sequence is CATTPGASGISEQFF. Result: 0 (the TCR does not bind to the epitope). (6) The epitope is KLSALGINAV. The TCR CDR3 sequence is CASSVGQGKAFF. Result: 0 (the TCR does not bind to the epitope).